From a dataset of Forward reaction prediction with 1.9M reactions from USPTO patents (1976-2016). Predict the product of the given reaction. (1) Given the reactants [CH2:1]([O:13][C:14]1[CH:19]=[CH:18][CH:17]=[CH:16][CH:15]=1)[CH2:2][CH2:3][CH2:4][CH2:5][CH2:6][CH2:7][CH2:8][CH2:9][CH2:10][CH2:11][CH3:12].CN([CH:28]=[O:29])C1C=CC=CC=1.O=P(Cl)(Cl)Cl.[OH-].[Na+], predict the reaction product. The product is: [CH2:1]([O:13][C:14]1[CH:15]=[CH:16][C:17]([CH:28]=[O:29])=[CH:18][CH:19]=1)[CH2:2][CH2:3][CH2:4][CH2:5][CH2:6][CH2:7][CH2:8][CH2:9][CH2:10][CH2:11][CH3:12]. (2) The product is: [CH:11]([NH:14][C:15]([C:17]1[C:25]2[C:20](=[N:21][C:22]([NH:26][C:7](=[O:8])[C:3]3[CH:4]=[CH:5][CH:6]=[C:1]([CH3:10])[CH:2]=3)=[CH:23][CH:24]=2)[N:19]([C:27]([CH3:29])([CH3:28])[CH3:30])[N:18]=1)=[O:16])([CH3:13])[CH3:12]. Given the reactants [C:1]1([CH3:10])[CH:6]=[CH:5][CH:4]=[C:3]([C:7](Cl)=[O:8])[CH:2]=1.[CH:11]([NH:14][C:15]([C:17]1[C:25]2[C:20](=[N:21][C:22]([NH2:26])=[CH:23][CH:24]=2)[N:19]([C:27]([CH3:30])([CH3:29])[CH3:28])[N:18]=1)=[O:16])([CH3:13])[CH3:12], predict the reaction product. (3) Given the reactants [CH2:1]([O:8][C:9]([C:11]1[CH:16]=[CH:15][C:14]([C:17]#[C:18][C:19]2[C:20]3[C:27]([O:28][CH3:29])=[CH:26][CH:25]=[CH:24][C:21]=3[S:22][CH:23]=2)=[CH:13][CH:12]=1)=[O:10])[C:2]1[CH:7]=[CH:6][CH:5]=[CH:4][CH:3]=1, predict the reaction product. The product is: [CH2:1]([O:8][C:9]([C:11]1[CH:16]=[CH:15][C:14]([CH2:17][CH2:18][C:19]2[C:20]3[C:27]([O:28][CH3:29])=[CH:26][CH:25]=[CH:24][C:21]=3[S:22][CH:23]=2)=[CH:13][CH:12]=1)=[O:10])[C:2]1[CH:3]=[CH:4][CH:5]=[CH:6][CH:7]=1. (4) Given the reactants [I:1][C:2]1[C:3]2[C:4](=[CH:8][NH:9][N:10]=2)[N:5]=[CH:6][CH:7]=1.Br[CH2:12][CH2:13][O:14][CH:15]1[CH2:20][CH2:19][CH2:18][CH2:17][O:16]1.C([O-])([O-])=O.[Cs+].[Cs+], predict the reaction product. The product is: [I:1][C:2]1[C:3]2[C:4](=[CH:8][N:9]([CH2:12][CH2:13][O:14][CH:15]3[CH2:20][CH2:19][CH2:18][CH2:17][O:16]3)[N:10]=2)[N:5]=[CH:6][CH:7]=1.[I:1][C:2]1[CH:7]=[CH:6][N:5]=[C:4]2[CH:8]=[N:9][N:10]([CH2:12][CH2:13][O:14][CH:15]3[CH2:20][CH2:19][CH2:18][CH2:17][O:16]3)[C:3]=12. (5) Given the reactants [CH2:1]([C@H:5]([NH:23][C:24](=[O:38])[NH:25][C@H:26]([C:32]1[CH:37]=[CH:36][CH:35]=[CH:34][CH:33]=1)[CH2:27][C:28]([O:30][CH3:31])=[O:29])[CH2:6][O:7][C:8](=[O:22])[N:9]([CH2:16][C:17]1[S:18][CH:19]=[CH:20][CH:21]=1)[CH2:10][C:11]1[S:12][CH:13]=[CH:14][CH:15]=1)[CH2:2][CH2:3][CH3:4].S1C=CC=C1CN(CC1SC=CC=1)C(N(C[C:51]([O:53]C)=[O:52])C)=O.Cl.COC(=O)CNC.S1C=CC=C1CN(CC1SC=CC=1)C(=O)[C@@H](NC(N[C@H](C1C=CC=CC=1)C(OC)=O)=O)CCCC.Cl.COC(=O)[C@@H](C1C=CC=CC=1)N, predict the reaction product. The product is: [O:52]1[C:35]2[CH:34]=[CH:33][C:32]([C@H:26]([CH2:27][C:28]([O:30][CH3:31])=[O:29])[NH:25][C:24](=[O:38])[NH:23][C@@H:5]([CH2:1][CH2:2][CH2:3][CH3:4])[CH2:6][O:7][C:8](=[O:22])[N:9]([CH2:16][C:17]3[S:18][CH:19]=[CH:20][CH:21]=3)[CH2:10][C:11]3[S:12][CH:13]=[CH:14][CH:15]=3)=[CH:37][C:36]=2[O:53][CH2:51]1. (6) Given the reactants [Cl:1][C:2]1[CH:14]=[C:13]([S:15]([C:18]2[CH:23]=[CH:22][C:21]([CH2:24][CH2:25][NH:26][CH2:27][C@@H:28]([C:30]3[CH:35]=[CH:34][CH:33]=[C:32]([Cl:36])[CH:31]=3)[OH:29])=[CH:20][CH:19]=2)(=[O:17])=[O:16])[CH:12]=[CH:11][C:3]=1[O:4][CH2:5][C:6]([O:8]CC)=[O:7].[OH-].[Na+].Cl, predict the reaction product. The product is: [ClH:1].[Cl:1][C:2]1[CH:14]=[C:13]([S:15]([C:18]2[CH:19]=[CH:20][C:21]([CH2:24][CH2:25][NH:26][CH2:27][C@@H:28]([C:30]3[CH:35]=[CH:34][CH:33]=[C:32]([Cl:36])[CH:31]=3)[OH:29])=[CH:22][CH:23]=2)(=[O:17])=[O:16])[CH:12]=[CH:11][C:3]=1[O:4][CH2:5][C:6]([OH:8])=[O:7]. (7) Given the reactants O[CH2:2][C:3]1[CH:4]=[C:5]([CH:10]=[C:11]([CH3:13])[CH:12]=1)[C:6]([O:8][CH3:9])=[O:7].CS(Cl)(=O)=O.C(N(CC)CC)C.[CH3:26][NH:27][CH2:28][CH2:29][CH:30]([CH3:32])[CH3:31], predict the reaction product. The product is: [CH2:28]([N:27]([CH2:2][C:3]1[CH:4]=[C:5]([CH:10]=[C:11]([CH3:13])[CH:12]=1)[C:6]([O:8][CH3:9])=[O:7])[CH3:26])[CH2:29][CH:30]([CH3:32])[CH3:31]. (8) Given the reactants C([C:5]1[CH:37]=[CH:36][C:8]([C:9]([NH:11][C:12]2[CH:13]=[CH:14][C:15]([C:18]3[CH:26]=[C:25]4[C:21]([CH2:22][N:23]([C@@H:28]([CH:33]([CH3:35])[CH3:34])[C:29]([O:31][CH3:32])=[O:30])[C:24]4=[O:27])=[CH:20][CH:19]=3)=[N:16][CH:17]=2)=[O:10])=[CH:7][CH:6]=1)(C)(C)C.NC1C=CC(C2C=[C:52]3[C:48](CN([C@@H](C(C)C)C(OC)=O)[C:51]3=[O:54])=[CH:47]C=2)=NC=1.C(OC1C=CC(C(Cl)=O)=CC=1)CCC, predict the reaction product. The product is: [CH2:51]([O:54][C:5]1[CH:37]=[CH:36][C:8]([C:9]([NH:11][C:12]2[CH:13]=[CH:14][C:15]([C:18]3[CH:26]=[C:25]4[C:21]([CH2:22][N:23]([C@@H:28]([CH:33]([CH3:34])[CH3:35])[C:29]([O:31][CH3:32])=[O:30])[C:24]4=[O:27])=[CH:20][CH:19]=3)=[N:16][CH:17]=2)=[O:10])=[CH:7][CH:6]=1)[CH2:52][CH2:48][CH3:47]. (9) Given the reactants C1O[C:4]2([CH2:9][CH2:8][CH:7]([CH2:10][C:11]([O:13][CH2:14][C:15]3[CH:20]=[CH:19][CH:18]=[CH:17][CH:16]=3)=[O:12])[CH2:6][CH2:5]2)[O:3]C1.O.O.C1(C)C=CC(S(O)(=O)=O)=CC=1.C(=O)([O-])O.[Na+], predict the reaction product. The product is: [O:3]=[C:4]1[CH2:9][CH2:8][CH:7]([CH2:10][C:11]([O:13][CH2:14][C:15]2[CH:16]=[CH:17][CH:18]=[CH:19][CH:20]=2)=[O:12])[CH2:6][CH2:5]1. (10) Given the reactants [Br:1][C:2]1[CH:3]=[CH:4][C:5]([O:32]C)=[C:6]2[C:11]=1[CH:10]([C:12]([OH:14])=[O:13])[N:9]([S:15]([C:18]1[CH:23]=[CH:22][C:21]([O:24][C:25]3[CH:30]=[CH:29][C:28]([F:31])=[CH:27][CH:26]=3)=[CH:20][CH:19]=1)(=[O:17])=[O:16])[CH2:8][CH2:7]2.B(Br)(Br)Br, predict the reaction product. The product is: [Br:1][C:2]1[CH:3]=[CH:4][C:5]([OH:32])=[C:6]2[C:11]=1[CH:10]([C:12]([OH:14])=[O:13])[N:9]([S:15]([C:18]1[CH:19]=[CH:20][C:21]([O:24][C:25]3[CH:30]=[CH:29][C:28]([F:31])=[CH:27][CH:26]=3)=[CH:22][CH:23]=1)(=[O:16])=[O:17])[CH2:8][CH2:7]2.